Dataset: Full USPTO retrosynthesis dataset with 1.9M reactions from patents (1976-2016). Task: Predict the reactants needed to synthesize the given product. (1) Given the product [CH3:12][O:13][C:14](=[O:15])[C:16]1[C:17](=[C:3]([CH2:1][CH3:2])[CH:4]=[C:5]([O:10][CH3:11])[CH:6]=1)[C:18]([O:20][CH3:21])=[O:19], predict the reactants needed to synthesize it. The reactants are: [CH2:1]([C:3]1OC(=O)[CH:6]=[C:5]([O:10][CH3:11])[CH:4]=1)[CH3:2].[CH3:12][O:13][C:14]([C:16]#[C:17][C:18]([O:20][CH3:21])=[O:19])=[O:15]. (2) Given the product [C:34]([N:12]([C@H:13]1[C:22]2[C:17](=[CH:18][CH:19]=[CH:20][CH:21]=2)[N:16]([C:23](=[O:32])[C:24]2[CH:29]=[CH:28][C:27]([O:30][CH3:31])=[CH:26][CH:25]=2)[C@@H:15]([CH3:33])[CH2:14]1)[C:9]1[CH:8]=[CH:7][C:6]([O:5][CH2:4][C:3]([OH:37])=[O:2])=[CH:11][CH:10]=1)(=[O:36])[CH3:35], predict the reactants needed to synthesize it. The reactants are: C[O:2][C:3](=[O:37])[CH2:4][O:5][C:6]1[CH:11]=[CH:10][C:9]([N:12]([C:34](=[O:36])[CH3:35])[C@H:13]2[C:22]3[C:17](=[CH:18][CH:19]=[CH:20][CH:21]=3)[N:16]([C:23](=[O:32])[C:24]3[CH:29]=[CH:28][C:27]([O:30][CH3:31])=[CH:26][CH:25]=3)[C@@H:15]([CH3:33])[CH2:14]2)=[CH:8][CH:7]=1.[OH-].[Na+].Cl.